From a dataset of Full USPTO retrosynthesis dataset with 1.9M reactions from patents (1976-2016). Predict the reactants needed to synthesize the given product. (1) Given the product [F:1][C:2]1[CH:23]=[CH:22][CH:21]=[CH:20][C:3]=1[CH2:4][N:5]1[C:9]2=[N:10][C:11]([C:14]([F:15])([F:17])[F:16])=[CH:12][CH:13]=[C:8]2[C:7]([C:18](=[NH:28])[NH2:19])=[N:6]1, predict the reactants needed to synthesize it. The reactants are: [F:1][C:2]1[CH:23]=[CH:22][CH:21]=[CH:20][C:3]=1[CH2:4][N:5]1[C:9]2=[N:10][C:11]([C:14]([F:17])([F:16])[F:15])=[CH:12][CH:13]=[C:8]2[C:7]([C:18]#[N:19])=[N:6]1.C[O-].[Na+].[Cl-].[NH4+:28].C(O)(=O)C.[OH-].[Na+]. (2) Given the product [NH2:6][C:5]([NH2:7])=[N:4][C:21]([C:9]1[CH:10]=[CH:11][C:12]2[C:13]3[C:18](=[CH:17][CH:16]=[CH:15][CH:14]=3)[NH:19][C:20]=2[CH:8]=1)=[O:22], predict the reactants needed to synthesize it. The reactants are: [H-].[Na+].Cl.[NH2:4][C:5]([NH2:7])=[NH:6].[CH:8]1[C:20]2[NH:19][C:18]3[C:13](=[CH:14][CH:15]=[CH:16][CH:17]=3)[C:12]=2[CH:11]=[CH:10][C:9]=1[C:21](OC)=[O:22]. (3) Given the product [NH2:1][C:2]1[S:3][C@:4]2([CH2:30][OH:31])[C@H:6]([C@:7]([C:10]3[CH:15]=[C:14]([NH:16][C:17]4[N:18]=[CH:19][CH:20]=[C:21]5[C:26]=4[N:25]=[CH:24][C:23]([Cl:27])=[CH:22]5)[CH:13]=[C:12]([F:28])[C:11]=3[F:29])([CH3:9])[N:8]=1)[CH2:5]2, predict the reactants needed to synthesize it. The reactants are: [NH2:1][C:2]1[S:3][C@:4]2([C:30](OCC)=[O:31])[C@H:6]([C@:7]([C:10]3[CH:15]=[C:14]([NH:16][C:17]4[N:18]=[CH:19][CH:20]=[C:21]5[C:26]=4[N:25]=[CH:24][C:23]([Cl:27])=[CH:22]5)[CH:13]=[C:12]([F:28])[C:11]=3[F:29])([CH3:9])[N:8]=1)[CH2:5]2.[BH4-].[Li+].CO. (4) Given the product [C:1]([C:4]1[S:5][CH:6]=[CH:7][C:8]=1[CH2:9][N:10]1[C:16]2[CH:17]=[CH:18][CH:19]=[CH:20][C:15]=2[C:14]([CH:21]([CH3:22])[CH3:23])=[N:13][CH:12]([NH2:24])[C:11]1=[O:32])(=[O:3])[CH3:2], predict the reactants needed to synthesize it. The reactants are: [C:1]([C:4]1[S:5][CH:6]=[CH:7][C:8]=1[CH2:9][N:10]1[C:16]2[CH:17]=[CH:18][CH:19]=[CH:20][C:15]=2[C:14]([CH:21]([CH3:23])[CH3:22])=[N:13][CH:12]([NH:24]C(OC(C)(C)C)=O)[C:11]1=[O:32])(=[O:3])[CH3:2].Cl. (5) Given the product [C:1]([O:5][C@@H:6]([C:12]1[C:13]([CH3:34])=[N:14][C:15]([CH3:33])=[C:16]([C:26]2[CH:27]=[CH:28][C:29]([O:43][CH2:42][CH2:41][C:39]3[S:40][C:36]([CH3:35])=[CH:37][CH:38]=3)=[CH:30][CH:31]=2)[C:17]=1[N:18]1[CH2:19][CH2:20][C:21]([CH3:25])([CH3:24])[CH2:22][CH2:23]1)[C:7]([OH:9])=[O:8])([CH3:4])([CH3:2])[CH3:3], predict the reactants needed to synthesize it. The reactants are: [C:1]([O:5][C@@H:6]([C:12]1[C:13]([CH3:34])=[N:14][C:15]([CH3:33])=[C:16]([C:26]2[CH:31]=[CH:30][C:29](O)=[CH:28][CH:27]=2)[C:17]=1[N:18]1[CH2:23][CH2:22][C:21]([CH3:25])([CH3:24])[CH2:20][CH2:19]1)[C:7]([O:9]CC)=[O:8])([CH3:4])([CH3:3])[CH3:2].[CH3:35][C:36]1[S:40][C:39]([CH2:41][CH2:42][OH:43])=[CH:38][CH:37]=1.C1C=CC(P(C2C=CC=CC=2)C2C=CC=CC=2)=CC=1.CC(OC(/N=N/C(OC(C)C)=O)=O)C.[OH-].[Na+].